Task: Regression. Given a peptide amino acid sequence and an MHC pseudo amino acid sequence, predict their binding affinity value. This is MHC class I binding data.. Dataset: Peptide-MHC class I binding affinity with 185,985 pairs from IEDB/IMGT (1) The peptide sequence is FSKNILKYY. The MHC is HLA-A11:01 with pseudo-sequence HLA-A11:01. The binding affinity (normalized) is 0.0508. (2) The binding affinity (normalized) is 0. The MHC is HLA-B35:01 with pseudo-sequence HLA-B35:01. The peptide sequence is RMRGAHTNDV. (3) The peptide sequence is QATQDVKNW. The MHC is HLA-B58:01 with pseudo-sequence HLA-B58:01. The binding affinity (normalized) is 0.487. (4) The peptide sequence is DLSRHSWDL. The MHC is HLA-A01:01 with pseudo-sequence HLA-A01:01. The binding affinity (normalized) is 0.0847. (5) The peptide sequence is NFTNNAKTII. The MHC is H-2-Db with pseudo-sequence H-2-Db. The binding affinity (normalized) is 0. (6) The peptide sequence is TRTSPNIPK. The MHC is HLA-B27:05 with pseudo-sequence HLA-B27:05. The binding affinity (normalized) is 0.296. (7) The peptide sequence is LENLMWKQI. The MHC is HLA-B44:02 with pseudo-sequence HLA-B44:02. The binding affinity (normalized) is 0.713.